The task is: Predict the reaction yield, written as a fraction of the theoretical maximum amount of product (1.0 means a 100% yield; for example, 0.34 means a 34% yield).. This data is from Reaction yield outcomes from USPTO patents with 853,638 reactions. The catalyst is C(Cl)Cl. The yield is 0.850. The product is [CH3:8][N:7]1[CH2:2][C:3]([C:27]2[CH:32]=[CH:31][N:30]=[CH:29][CH:28]=2)=[C:4]([C:9]2[CH:10]=[CH:11][C:12]([O:15][CH2:16][C:17]3[CH:26]=[CH:25][C:24]4[C:19](=[CH:20][CH:21]=[CH:22][CH:23]=4)[N:18]=3)=[CH:13][CH:14]=2)[C:5]1=[O:6]. The reactants are O[CH2:2]/[C:3](/[C:27]1[CH:32]=[CH:31][N:30]=[CH:29][CH:28]=1)=[C:4](/[C:9]1[CH:14]=[CH:13][C:12]([O:15][CH2:16][C:17]2[CH:26]=[CH:25][C:24]3[C:19](=[CH:20][CH:21]=[CH:22][CH:23]=3)[N:18]=2)=[CH:11][CH:10]=1)\[C:5]([NH:7][CH3:8])=[O:6].CCOCC.P(Br)(Br)Br.C([O-])(O)=O.[Na+].